This data is from Reaction yield outcomes from USPTO patents with 853,638 reactions. The task is: Predict the reaction yield, written as a fraction of the theoretical maximum amount of product (1.0 means a 100% yield; for example, 0.34 means a 34% yield). (1) The catalyst is O1CCOCC1.C([O-])([O-])=O.[Na+].[Na+].Cl[Pd](Cl)([P](C1C=CC=CC=1)(C1C=CC=CC=1)C1C=CC=CC=1)[P](C1C=CC=CC=1)(C1C=CC=CC=1)C1C=CC=CC=1. The product is [CH3:21][O:20][C:13]1[CH:14]=[C:15]([O:18][CH3:19])[CH:16]=[CH:17][C:12]=1[CH2:11][N:9]1[CH2:10][C:6]2[C:5]([F:23])=[C:4]([NH:24][C@H:25]([CH2:29][CH:30]([CH3:32])[CH3:31])[C:26]([NH2:28])=[O:27])[N:3]=[C:2]([C:37]3[CH:36]=[N:35][N:34]([CH3:33])[CH:38]=3)[C:7]=2[C:8]1=[O:22]. The reactants are Cl[C:2]1[C:7]2[C:8](=[O:22])[N:9]([CH2:11][C:12]3[CH:17]=[CH:16][C:15]([O:18][CH3:19])=[CH:14][C:13]=3[O:20][CH3:21])[CH2:10][C:6]=2[C:5]([F:23])=[C:4]([NH:24][C@H:25]([CH2:29][CH:30]([CH3:32])[CH3:31])[C:26]([NH2:28])=[O:27])[N:3]=1.[CH3:33][N:34]1[CH:38]=[C:37](B2OC(C)(C)C(C)(C)O2)[CH:36]=[N:35]1. The yield is 0.440. (2) The reactants are [F:1][C:2]1[CH:7]=[CH:6][CH:5]=[CH:4][C:3]=1[NH:8][C:9](=[O:17])[C:10]1[CH:15]=[CH:14][CH:13]=[CH:12][C:11]=1[NH2:16].[N:18]1[CH:23]=[CH:22][C:21]([N:24]2[CH2:32][CH2:31][CH:27]([C:28]([Cl:30])=[O:29])[CH2:26][CH2:25]2)=[CH:20][CH:19]=1. No catalyst specified. The product is [ClH:30].[N:18]1[CH:23]=[CH:22][C:21]([N:24]2[CH2:25][CH2:26][CH:27]([C:28]([NH:16][C:11]3[CH:12]=[CH:13][CH:14]=[CH:15][C:10]=3[C:9]([NH:8][C:3]3[CH:4]=[CH:5][CH:6]=[CH:7][C:2]=3[F:1])=[O:17])=[O:29])[CH2:31][CH2:32]2)=[CH:20][CH:19]=1. The yield is 0.350. (3) The reactants are Cl[C:2]1[CH:3]=[CH:4][C:5]2[N:6]([C:8]([C:11]3[CH:18]=[CH:17][C:14]([C:15]#[N:16])=[CH:13][CH:12]=3)=[CH:9][N:10]=2)[N:7]=1.C([O-])([O-])=O.[Cs+].[Cs+].B([C:28]1[CH:36]=[CH:35][C:31]([C:32]([OH:34])=[O:33])=[CH:30][CH:29]=1)(O)O. The catalyst is CN(C=O)C.O.C1C=CC(P(C2C=CC=CC=2)[C-]2C=CC=C2)=CC=1.C1C=CC(P(C2C=CC=CC=2)[C-]2C=CC=C2)=CC=1.Cl[Pd]Cl.[Fe+2]. The product is [C:15]([C:14]1[CH:17]=[CH:18][C:11]([C:8]2[N:6]3[N:7]=[C:2]([C:28]4[CH:36]=[CH:35][C:31]([C:32]([OH:34])=[O:33])=[CH:30][CH:29]=4)[CH:3]=[CH:4][C:5]3=[N:10][CH:9]=2)=[CH:12][CH:13]=1)#[N:16]. The yield is 0.480.